From a dataset of Acute oral toxicity (LD50) regression data from Zhu et al.. Regression/Classification. Given a drug SMILES string, predict its toxicity properties. Task type varies by dataset: regression for continuous values (e.g., LD50, hERG inhibition percentage) or binary classification for toxic/non-toxic outcomes (e.g., AMES mutagenicity, cardiotoxicity, hepatotoxicity). Dataset: ld50_zhu. (1) The compound is CCCC(C)OP(=S)(OC)OC. The rat oral LD50 is 2.83, given as -log10 of the dose in mol/kg body weight (higher means more acutely toxic). (2) The rat oral LD50 is 2.26, given as -log10 of the dose in mol/kg body weight (higher means more acutely toxic). The molecule is O=S(=O)(c1ccccc1)c1ccc(Cl)cc1. (3) The compound is CCC(=O)C(CC(C)N(C)C)(c1ccccc1)c1ccccc1. The rat oral LD50 is 3.56, given as -log10 of the dose in mol/kg body weight (higher means more acutely toxic). (4) The drug is Cc1cc(Cl)ccc1Cn1nc(C(=O)O)c2ccccc21. The rat oral LD50 is 1.88, given as -log10 of the dose in mol/kg body weight (higher means more acutely toxic). (5) The drug is Cn1c([N+](=O)[O-])cnc1COC(N)=O. The rat oral LD50 is 1.77, given as -log10 of the dose in mol/kg body weight (higher means more acutely toxic). (6) The drug is CC(C)CNC(=S)NCC(C)C. The rat oral LD50 is 2.37, given as -log10 of the dose in mol/kg body weight (higher means more acutely toxic). (7) The drug is CN(C)c1nc(=O)n(C2CCCCC2)c(=O)n1C. The rat oral LD50 is 2.17, given as -log10 of the dose in mol/kg body weight (higher means more acutely toxic). (8) The drug is Nc1ccc(S(=O)(=O)O)c2cccc(O)c12. The rat oral LD50 is 1.59, given as -log10 of the dose in mol/kg body weight (higher means more acutely toxic). (9) The drug is NC(=O)CCCCC1CCSS1. The rat oral LD50 is 2.02, given as -log10 of the dose in mol/kg body weight (higher means more acutely toxic).